From a dataset of Forward reaction prediction with 1.9M reactions from USPTO patents (1976-2016). Predict the product of the given reaction. (1) Given the reactants C[O:2][C:3]([C:5]1[CH:6]=[C:7]2[C:12](=[CH:13][CH:14]=1)[N:11]=[CH:10][N:9]=[C:8]2[Cl:15])=O.CC(C[AlH]CC(C)C)C, predict the reaction product. The product is: [Cl:15][C:8]1[C:7]2[C:12](=[CH:13][CH:14]=[C:5]([CH2:3][OH:2])[CH:6]=2)[N:11]=[CH:10][N:9]=1. (2) Given the reactants [OH:1][C:2]1[CH:11]=[C:10]([OH:12])[CH:9]=[CH:8][C:3]=1[C:4]([O:6][CH3:7])=[O:5].C(=O)([O-])[O-].[K+].[K+].[CH3:19][O:20][CH2:21]Cl, predict the reaction product. The product is: [OH:1][C:2]1[CH:11]=[C:10]([O:12][CH2:19][O:20][CH3:21])[CH:9]=[CH:8][C:3]=1[C:4]([O:6][CH3:7])=[O:5]. (3) Given the reactants [F:1][C:2]1[CH:17]=[C:16]([CH:18]=O)[CH:15]=[CH:14][C:3]=1[O:4][C:5]1[CH:6]=[CH:7][C:8]([C:11]([NH2:13])=[O:12])=[N:9][CH:10]=1.[F:20][C:21]1[CH:29]=[CH:28][CH:27]=[CH:26][C:22]=1[CH2:23][CH2:24][NH2:25].[BH4-].[Na+], predict the reaction product. The product is: [F:1][C:2]1[CH:17]=[C:16]([CH2:18][NH:25][CH2:24][CH2:23][C:22]2[CH:26]=[CH:27][CH:28]=[CH:29][C:21]=2[F:20])[CH:15]=[CH:14][C:3]=1[O:4][C:5]1[CH:6]=[CH:7][C:8]([C:11]([NH2:13])=[O:12])=[N:9][CH:10]=1. (4) Given the reactants [C:1]([O:5][C:6]([NH:8][C@@H:9]([C@H:13]([O:15][Si:16]([C:19]([CH3:22])([CH3:21])[CH3:20])([CH3:18])[CH3:17])[CH3:14])[C:10]([OH:12])=O)=[O:7])([CH3:4])([CH3:3])[CH3:2].C(N1C=CN=C1)(N1C=CN=C1)=O.[C:35]([O:41][CH2:42][CH3:43])(=[O:40])[CH2:36]C([O-])=O.[K+].[Cl-].[Mg+2].[Cl-], predict the reaction product. The product is: [C:1]([O:5][C:6]([NH:8][C@@H:9]([C@H:13]([O:15][Si:16]([C:19]([CH3:22])([CH3:21])[CH3:20])([CH3:18])[CH3:17])[CH3:14])[C:10](=[O:12])[CH2:36][C:35]([O:41][CH2:42][CH3:43])=[O:40])=[O:7])([CH3:2])([CH3:3])[CH3:4]. (5) Given the reactants [Cl:1][C:2]1[CH:7]=[CH:6][C:5]([C:8]2[C:17]3[C:12](=[CH:13][C:14](OS(C(F)(F)F)(=O)=O)=[CH:15][CH:16]=3)[CH:11]=[C:10]([CH3:26])[C:9]=2[C@H:27]([OH:33])[C:28]([O:30]CC)=[O:29])=[CH:4][CH:3]=1.[BH4-].[Na+].BrC1C=[C:45]2[C:40]([CH:41]=C(C)C(C(=O)C(OCC)=O)=C2C2C=CC(Cl)=CC=2)=[CH:39]C=1.[CH3:62][C:63]([NH2:67])([C:65]#[CH:66])[CH3:64], predict the reaction product. The product is: [NH2:67][C:63]([CH3:64])([CH3:62])[C:65]#[C:66][C:15]1[CH:16]=[C:17]2[C:12]([CH:11]=[C:10]([CH3:26])[C:9]([C@H:27]([O:33][C:40]([CH3:45])([CH3:41])[CH3:39])[C:28]([OH:30])=[O:29])=[C:8]2[C:5]2[CH:4]=[CH:3][C:2]([Cl:1])=[CH:7][CH:6]=2)=[CH:13][CH:14]=1.